From a dataset of Catalyst prediction with 721,799 reactions and 888 catalyst types from USPTO. Predict which catalyst facilitates the given reaction. (1) Reactant: [C:1]([O:5][C:6]([C:8]1[CH:13]=[CH:12][C:11]([C:14]2[C:15]([CH3:52])([CH3:51])[C@H:16]3[C@:29]([CH3:32])([CH2:30][CH:31]=2)[C@@H:28]2[C@:19]([CH3:50])([C@@:20]4([CH3:49])[C@H:25]([CH2:26][CH2:27]2)[C@H:24]2[C@H:33]([C:36]([CH3:38])=[CH2:37])[CH2:34][CH2:35][C@:23]2([C:39]([O:41][Si:42]([C:45]([CH3:48])([CH3:47])[CH3:46])([CH3:44])[CH3:43])=[O:40])[CH2:22][CH2:21]4)[CH2:18][CH2:17]3)=[CH:10][CH:9]=1)=[O:7])([CH3:4])([CH3:3])[CH3:2].C1C(=O)N([Br:60])C(=O)C1. Product: [Br:60][CH2:37][C:36]([C@H:33]1[C@@H:24]2[C@@H:25]3[C@@:20]([CH3:49])([CH2:21][CH2:22][C@@:23]2([C:39]([O:41][Si:42]([C:45]([CH3:48])([CH3:47])[CH3:46])([CH3:43])[CH3:44])=[O:40])[CH2:35][CH2:34]1)[C@@:19]1([CH3:50])[C@@H:28]([C@:29]2([CH3:32])[C@@H:16]([CH2:17][CH2:18]1)[C:15]([CH3:52])([CH3:51])[C:14]([C:11]1[CH:12]=[CH:13][C:8]([C:6]([O:5][C:1]([CH3:4])([CH3:2])[CH3:3])=[O:7])=[CH:9][CH:10]=1)=[CH:31][CH2:30]2)[CH2:27][CH2:26]3)=[CH2:38]. The catalyst class is: 53. (2) Reactant: [CH2:1]([N:8]1[CH2:13][CH2:12][NH:11][CH2:10][CH2:9]1)[C:2]1[CH:7]=[CH:6][CH:5]=[CH:4][CH:3]=1.O1CCCCC1[O:20][NH:21][C:22](/[CH:24]=[CH:25]/[C:26]1[CH:31]=[CH:30][C:29](/[CH:32]=[CH:33]/[C:34]([C:36]2[CH:47]=[CH:46][C:39]([CH2:40]OS(C)(=O)=O)=[CH:38][CH:37]=2)=[O:35])=[CH:28][CH:27]=1)=[O:23]. Product: [CH2:1]([N:8]1[CH2:13][CH2:12][N:11]([CH2:40][C:39]2[CH:38]=[CH:37][C:36]([C:34](=[O:35])/[CH:33]=[CH:32]/[C:29]3[CH:30]=[CH:31][C:26](/[CH:25]=[CH:24]/[C:22]([NH:21][OH:20])=[O:23])=[CH:27][CH:28]=3)=[CH:47][CH:46]=2)[CH2:10][CH2:9]1)[C:2]1[CH:3]=[CH:4][CH:5]=[CH:6][CH:7]=1. The catalyst class is: 18. (3) Reactant: [CH3:1][O:2][CH2:3][C:4]1([C:7]2[CH:12]=[CH:11][C:10]([NH:13][C:14]([C:16]3[CH:21]=[CH:20][CH:19]=[CH:18][C:17]=3[N:22]([CH2:26][C:27]3[CH:32]=[CH:31][N:30]=[CH:29][CH:28]=3)C(=O)C)=[O:15])=[CH:9][CH:8]=2)[CH2:6][CH2:5]1.Cl.[C:34]([O-])(O)=O.[Na+]. Product: [CH3:1][O:2][CH2:3][C:4]1([C:7]2[CH:12]=[CH:11][C:10]([NH:13][C:14]([C:16]3[CH:21]=[CH:20][CH:19]=[CH:18][C:17]=3[NH:22][CH2:26][C:27]3[CH:28]=[CH:29][N:30]=[CH:31][CH:32]=3)=[O:15])=[CH:9][CH:8]=2)[CH2:5][CH2:34][CH2:6]1. The catalyst class is: 14.